This data is from Reaction yield outcomes from USPTO patents with 853,638 reactions. The task is: Predict the reaction yield, written as a fraction of the theoretical maximum amount of product (1.0 means a 100% yield; for example, 0.34 means a 34% yield). (1) The reactants are [CH3:1][C:2]1[CH:3]=[C:4]([N:9]([C:13]2[N:14]([CH2:23][O:24][CH2:25][CH3:26])[C:15](=[O:22])[NH:16][C:17](=[O:21])[C:18]=2[CH2:19][CH3:20])C(=O)C)[CH:5]=[C:6]([CH3:8])[CH:7]=1.C[O-].[Na+].[NH4+].[Cl-]. The catalyst is CO. The product is [CH3:1][C:2]1[CH:3]=[C:4]([NH:9][C:13]2[N:14]([CH2:23][O:24][CH2:25][CH3:26])[C:15](=[O:22])[NH:16][C:17](=[O:21])[C:18]=2[CH2:19][CH3:20])[CH:5]=[C:6]([CH3:8])[CH:7]=1. The yield is 0.700. (2) The reactants are C(NC(C)C)(C)C.[Li]CCCC.[Cl:13][C:14]1[CH:15]=[N:16][CH:17]=[CH:18][CH:19]=1.[CH:20]([CH:22]1[CH2:27][CH2:26][N:25]([C:28]([O:30][C:31]([CH3:34])([CH3:33])[CH3:32])=[O:29])[CH2:24][CH2:23]1)=[O:21]. The catalyst is C1COCC1. The product is [Cl:13][C:14]1[CH:15]=[N:16][CH:17]=[CH:18][C:19]=1[CH:20]([OH:21])[CH:22]1[CH2:27][CH2:26][N:25]([C:28]([O:30][C:31]([CH3:33])([CH3:32])[CH3:34])=[O:29])[CH2:24][CH2:23]1. The yield is 0.730. (3) The reactants are [Na].[O-]CC.[Na+].[F:6][C:7]1[CH:12]=[CH:11][CH:10]=[C:9]([N+:13]([O-:15])=[O:14])[C:8]=1[CH3:16].[C:17](OCC)(=[O:23])[C:18]([O:20]CC)=[O:19]. The catalyst is CCO.O. The product is [F:6][C:7]1[CH:12]=[CH:11][CH:10]=[C:9]([N+:13]([O-:15])=[O:14])[C:8]=1[CH2:16][C:17](=[O:23])[C:18]([OH:20])=[O:19]. The yield is 0.210. (4) The reactants are [CH:1](=O)[C:2]1[C:3]([O:8][CH3:9])=[CH:4][CH:5]=[CH:6][CH:7]=1.[CH3:11][NH2:12].C(O)(=O)C.[BH4-].[Na+]. The catalyst is CO. The product is [CH3:9][O:8][C:3]1[CH:4]=[CH:5][CH:6]=[CH:7][C:2]=1[CH2:1][NH:12][CH3:11]. The yield is 0.790. (5) The reactants are [NH2:1][C:2]1[CH:20]=[CH:19][C:5]2[CH2:6][CH2:7][CH:8]([NH:12][C:13](=[O:18])[C:14]([F:17])([F:16])[F:15])[C:9](=[O:11])[NH:10][C:4]=2[CH:3]=1.CS([C:24]1[N:29]=[CH:28][C:27]2=[CH:30][CH:31]=[C:32]([C:33]3[CH:38]=[CH:37][C:36]([S:39]([CH3:42])(=[O:41])=[O:40])=[CH:35][CH:34]=3)[N:26]2[N:25]=1)=O.[F-].[Cs+].C(N(CC)C(C)C)(C)C. The catalyst is C(O)(C)(C)C. The product is [F:16][C:14]([F:17])([F:15])[C:13]([NH:12][CH:8]1[C:9](=[O:11])[NH:10][C:4]2[CH:3]=[C:2]([NH:1][C:24]3[N:29]=[CH:28][C:27]4=[CH:30][CH:31]=[C:32]([C:33]5[CH:34]=[CH:35][C:36]([S:39]([CH3:42])(=[O:41])=[O:40])=[CH:37][CH:38]=5)[N:26]4[N:25]=3)[CH:20]=[CH:19][C:5]=2[CH2:6][CH2:7]1)=[O:18]. The yield is 0.320. (6) The reactants are [F:1][C:2]1([F:25])[CH2:7][CH2:6][CH:5]([CH2:8][C@H:9]2[CH2:14][C@@H:13]([C:15]3[O:19][NH:18][C:17](=[O:20])[CH:16]=3)[CH2:12][CH2:11][N:10]2C(OC)=O)[CH2:4][CH2:3]1.Br. No catalyst specified. The yield is 0.640. The product is [F:25][C:2]1([F:1])[CH2:7][CH2:6][CH:5]([CH2:8][C@H:9]2[CH2:14][C@@H:13]([C:15]3[O:19][NH:18][C:17](=[O:20])[CH:16]=3)[CH2:12][CH2:11][NH:10]2)[CH2:4][CH2:3]1. (7) The reactants are [CH:1](=[O:9])[CH2:2][CH2:3][CH2:4][CH2:5][CH2:6][CH2:7][CH3:8].[CH2:10]([Mg]Br)[CH:11]=[CH2:12]. The catalyst is CCOCC. The product is [CH2:10]=[CH:11][CH2:12][CH:1]([OH:9])[CH2:2][CH2:3][CH2:4][CH2:5][CH2:6][CH2:7][CH3:8]. The yield is 0.600. (8) The reactants are [C:1]([C:4]1(C(OC)=O)[CH2:9][CH2:8][O:7][CH2:6][CH2:5]1)(=[O:3])[CH3:2].Cl. No catalyst specified. The product is [C:1]([CH:4]1[CH2:9][CH2:8][O:7][CH2:6][CH2:5]1)(=[O:3])[CH3:2]. The yield is 0.900. (9) The reactants are [OH:1][CH:2]([C:5]1[CH:6]=[C:7]([CH:10]=[CH:11][CH:12]=1)[C:8]#[N:9])[CH2:3][CH3:4].CCN(CC)CC.[CH3:20][S:21](Cl)(=[O:23])=[O:22]. The catalyst is C(Cl)Cl. The product is [CH3:20][S:21]([O:1][CH:2]([C:5]1[CH:12]=[CH:11][CH:10]=[C:7]([C:8]#[N:9])[CH:6]=1)[CH2:3][CH3:4])(=[O:23])=[O:22]. The yield is 0.680. (10) The reactants are [CH3:1][O:2][C:3]1[C:12]([NH:13][C:14](=[O:18])OCC)=[N:11][C:10]2[C:5](=[CH:6][CH:7]=[C:8]([CH3:19])[CH:9]=2)[N:4]=1.[CH3:20][O:21][C:22]1[CH:27]=[CH:26][C:25]([N:28]2[CH2:33][CH2:32][NH:31][CH2:30][CH2:29]2)=[CH:24][CH:23]=1. No catalyst specified. The product is [CH3:1][O:2][C:3]1[C:12]([NH:13][C:14]([N:31]2[CH2:30][CH2:29][N:28]([C:25]3[CH:24]=[CH:23][C:22]([O:21][CH3:20])=[CH:27][CH:26]=3)[CH2:33][CH2:32]2)=[O:18])=[N:11][C:10]2[C:5](=[CH:6][CH:7]=[C:8]([CH3:19])[CH:9]=2)[N:4]=1. The yield is 0.800.